Dataset: Reaction yield outcomes from USPTO patents with 853,638 reactions. Task: Predict the reaction yield, written as a fraction of the theoretical maximum amount of product (1.0 means a 100% yield; for example, 0.34 means a 34% yield). (1) The product is [CH3:34][C:33]1([CH3:37])[CH2:35][O:36][CH:14]([CH:15]([CH3:16])[CH2:2][C:3]([C:5]2[CH:10]=[CH:9][C:8]([O:11][CH2:12][CH3:13])=[CH:7][CH:6]=2)=[O:4])[O:31][CH2:32]1. The reactants are Br[CH2:2][C:3]([C:5]1[CH:10]=[CH:9][C:8]([O:11][CH2:12][CH3:13])=[CH:7][CH:6]=1)=[O:4].[CH3:14][CH:15](C)[CH2:16]N(C=CC)CC(C)C.CN(C)C=O.[OH:31][CH2:32][C:33]([CH3:37])([CH2:35][OH:36])[CH3:34]. The yield is 0.720. The catalyst is O. (2) The reactants are [C:1]([O:5][C:6]([NH:8][C@H:9]1[C@H:13]([C:14]2[CH:19]=[CH:18][C:17]([F:20])=[C:16]([F:21])[CH:15]=2)[CH2:12][N:11]([CH:22]([CH2:27][O:28]C)[C:23]([O:25][CH3:26])=O)[CH2:10]1)=[O:7])([CH3:4])([CH3:3])[CH3:2].[BH4-].[Na+]. The catalyst is C1COCC1. The product is [F:21][C:16]1[CH:15]=[C:14]([C@@H:13]2[CH2:12][N:11]([CH:22]([CH2:23][O:25][CH3:26])[CH2:27][OH:28])[CH2:10][C@H:9]2[NH:8][C:6](=[O:7])[O:5][C:1]([CH3:3])([CH3:2])[CH3:4])[CH:19]=[CH:18][C:17]=1[F:20]. The yield is 0.751. (3) The reactants are Cl.[C:2]([NH2:10])(=[NH:9])[C:3]1[CH:8]=[CH:7][CH:6]=[CH:5][CH:4]=1.[Cl:11][C:12]([SH:15])(Cl)Cl.[OH-].[Na+]. The catalyst is ClCCl.O. The product is [Cl:11][C:12]1[S:15][N:10]=[C:2]([C:3]2[CH:8]=[CH:7][CH:6]=[CH:5][CH:4]=2)[N:9]=1. The yield is 0.462. (4) The reactants are [F:1][C:2]1[CH:3]=[CH:4][C:5]([NH:8][NH:9][C:10]([C@@H:12]2[CH2:17][CH2:16][CH2:15][CH2:14][N:13]2[CH3:18])=O)=[N:6][CH:7]=1.C1C=CC(P(C2C=CC=CC=2)C2C=CC=CC=2)=CC=1.CCN(CC)CC.ClC(Cl)(Cl)C(Cl)(Cl)Cl. The catalyst is C1COCC1. The product is [F:1][C:2]1[CH:3]=[CH:4][C:5]2[N:6]([C:10]([C@@H:12]3[CH2:17][CH2:16][CH2:15][CH2:14][N:13]3[CH3:18])=[N:9][N:8]=2)[CH:7]=1. The yield is 0.810. (5) The reactants are Cl.[CH3:2][NH:3][O:4][CH3:5].CCN(C(C)C)C(C)C.C[Al](C)C.[CH3:19][O:20][C:21]1[C:22](=[O:41])[C:23]([C:37](OC)=[O:38])=[N:24][N:25]([C:27]2[CH:32]=[CH:31][CH:30]=[C:29]([C:33]([F:36])([F:35])[F:34])[CH:28]=2)[CH:26]=1. The catalyst is C(Cl)Cl. The product is [CH3:5][O:4][N:3]([CH3:2])[C:37]([C:23]1[C:22](=[O:41])[C:21]([O:20][CH3:19])=[CH:26][N:25]([C:27]2[CH:32]=[CH:31][CH:30]=[C:29]([C:33]([F:34])([F:35])[F:36])[CH:28]=2)[N:24]=1)=[O:38]. The yield is 0.670.